The task is: Regression. Given two drug SMILES strings and cell line genomic features, predict the synergy score measuring deviation from expected non-interaction effect.. This data is from Merck oncology drug combination screen with 23,052 pairs across 39 cell lines. Drug 1: CCN(CC)CCNC(=O)c1c(C)[nH]c(C=C2C(=O)Nc3ccc(F)cc32)c1C. Drug 2: COC1CC2CCC(C)C(O)(O2)C(=O)C(=O)N2CCCCC2C(=O)OC(C(C)CC2CCC(OP(C)(C)=O)C(OC)C2)CC(=O)C(C)C=C(C)C(O)C(OC)C(=O)C(C)CC(C)C=CC=CC=C1C. Cell line: LNCAP. Synergy scores: synergy=11.2.